Dataset: Forward reaction prediction with 1.9M reactions from USPTO patents (1976-2016). Task: Predict the product of the given reaction. (1) Given the reactants [CH2:1]([O:3][C:4]([C:6]1([C:9]2[CH:14]=[CH:13][C:12]([C:15]3[CH:20]=[CH:19][C:18]([C:21]4[S:22][C:23]([Cl:29])=[CH:24][C:25]=4C(=O)N)=[CH:17][C:16]=3[O:30][CH3:31])=[CH:11][CH:10]=2)[CH2:8][CH2:7]1)=[O:5])[CH3:2].[N:32]1[CH:37]=CC=CC=1.FC(F)(F)C(OI(C1C=CC=CC=1)OC(=O)C(F)(F)F)=[O:41].[F:59][C:60]1[CH:61]=[C:62]([C@H:66]([OH:68])[CH3:67])[CH:63]=[CH:64][CH:65]=1, predict the reaction product. The product is: [CH2:1]([O:3][C:4]([C:6]1([C:9]2[CH:10]=[CH:11][C:12]([C:15]3[CH:20]=[CH:19][C:18]([C:21]4[S:22][C:23]([Cl:29])=[CH:24][C:25]=4[NH:32][C:37]([O:68][C@@H:66]([C:62]4[CH:63]=[CH:64][CH:65]=[C:60]([F:59])[CH:61]=4)[CH3:67])=[O:41])=[CH:17][C:16]=3[O:30][CH3:31])=[CH:13][CH:14]=2)[CH2:8][CH2:7]1)=[O:5])[CH3:2]. (2) Given the reactants [CH3:1][C:2]1([CH3:18])[CH2:9][C:8]2[N:4]([C:5]3[CH2:16][CH2:15][NH:14][C:13](=[O:17])[C:6]=3[C:7]=2C(O)=O)[CH2:3]1.N1C2C(=CC=C3C=2N=CC=C3)C=CC=1.N1C2C(=CC=CC=2)C=CC=1.Cl, predict the reaction product. The product is: [CH3:1][C:2]1([CH3:18])[CH2:9][C:8]2[N:4]([C:5]3[CH2:16][CH2:15][NH:14][C:13](=[O:17])[C:6]=3[CH:7]=2)[CH2:3]1.